This data is from Catalyst prediction with 721,799 reactions and 888 catalyst types from USPTO. The task is: Predict which catalyst facilitates the given reaction. (1) Reactant: C(NCC)C.[OH:6][CH2:7][C:8]([C:10]1[CH:15]=[CH:14][CH:13]=[CH:12][CH:11]=1)=O.[C:16](#[N:20])[CH2:17][C:18]#[N:19].O. Product: [NH2:20][C:16]1[O:6][CH:7]=[C:8]([C:10]2[CH:15]=[CH:14][CH:13]=[CH:12][CH:11]=2)[C:17]=1[C:18]#[N:19]. The catalyst class is: 3. (2) Reactant: Cl[C:2]1[C:7]2[CH2:8][NH:9][C:10](=[O:11])[C:6]=2[CH:5]=[C:4]([Cl:12])[N:3]=1.C(N(CC)CC)C.[CH2:20]([NH:24][C:25]([CH:27]1[CH2:32][CH2:31][NH:30][CH2:29][CH2:28]1)=[O:26])[CH:21]([CH3:23])[CH3:22].C(OC(N1CCC(C(=O)NCC(C)C)CC1)=O)(C)(C)C. Product: [CH2:20]([NH:24][C:25]([CH:27]1[CH2:32][CH2:31][N:30]([C:2]2[C:7]3[CH2:8][NH:9][C:10](=[O:11])[C:6]=3[CH:5]=[C:4]([Cl:12])[N:3]=2)[CH2:29][CH2:28]1)=[O:26])[CH:21]([CH3:23])[CH3:22]. The catalyst class is: 281.